From a dataset of Peptide-MHC class II binding affinity with 134,281 pairs from IEDB. Regression. Given a peptide amino acid sequence and an MHC pseudo amino acid sequence, predict their binding affinity value. This is MHC class II binding data. (1) The peptide sequence is GKVDTGVAVSRGTAK. The MHC is DRB1_1301 with pseudo-sequence DRB1_1301. The binding affinity (normalized) is 0.376. (2) The peptide sequence is EDIEIIPIGEE. The MHC is HLA-DQA10501-DQB10201 with pseudo-sequence HLA-DQA10501-DQB10201. The binding affinity (normalized) is 0.307. (3) The peptide sequence is MASRFMTDPHAMRDM. The MHC is DRB3_0101 with pseudo-sequence DRB3_0101. The binding affinity (normalized) is 0.468. (4) The peptide sequence is MYGIFQSTFLGASQR. The MHC is DRB1_0404 with pseudo-sequence DRB1_0404. The binding affinity (normalized) is 0.787. (5) The peptide sequence is AAYAAQGYKVLVLNPSVAAT. The binding affinity (normalized) is 0.902. The MHC is DRB1_0101 with pseudo-sequence DRB1_0101. (6) The peptide sequence is YANYRDIDLGRNEVV. The MHC is DRB1_1101 with pseudo-sequence DRB1_1101. The binding affinity (normalized) is 0.472. (7) The peptide sequence is NIVNMLHGVRDGLVR. The MHC is HLA-DQA10102-DQB10602 with pseudo-sequence HLA-DQA10102-DQB10602. The binding affinity (normalized) is 0.326.